Dataset: Catalyst prediction with 721,799 reactions and 888 catalyst types from USPTO. Task: Predict which catalyst facilitates the given reaction. (1) Reactant: [Cl:1][C:2]1[CH:3]=[C:4]([CH:8]=[CH:9][C:10]=1[O:11][CH:12]([CH3:14])[CH3:13])[C:5]([OH:7])=O.CCN=C=NCCCN(C)C.C1C=CC2N(O)N=NC=2C=1.[CH2:36]([C:38]1[C:43](/[C:44](/[NH:47]O)=[N:45]/[H])=[CH:42][CH:41]=[CH:40][C:39]=1[O:49][CH2:50][CH2:51][CH2:52][C:53]([O:55][CH2:56][CH3:57])=[O:54])[CH3:37].CCCC[N+](CCCC)(CCCC)CCCC.[F-]. Product: [Cl:1][C:2]1[CH:3]=[C:4]([C:5]2[O:7][N:47]=[C:44]([C:43]3[C:38]([CH2:36][CH3:37])=[C:39]([O:49][CH2:50][CH2:51][CH2:52][C:53]([O:55][CH2:56][CH3:57])=[O:54])[CH:40]=[CH:41][CH:42]=3)[N:45]=2)[CH:8]=[CH:9][C:10]=1[O:11][CH:12]([CH3:14])[CH3:13]. The catalyst class is: 1. (2) Reactant: [Cl:1][C:2]1[CH:7]=[CH:6][CH:5]=[C:4]([F:8])[C:3]=1[C:9]1[NH:13][C:12](=[O:14])[N:11]([C:15]2[CH:23]=[CH:22][C:18]([C:19](O)=[O:20])=[C:17]([O:24][CH3:25])[CH:16]=2)[N:10]=1.C(N(C(C)C)CC)(C)C.CN(C(ON1N=NC2C=CC=CC1=2)=[N+](C)C)C.[B-](F)(F)(F)F.[F:57][C:58]([F:68])([F:67])[C:59]1[CH:64]=[CH:63][CH:62]=[CH:61][C:60]=1[CH2:65][NH2:66]. Product: [Cl:1][C:2]1[CH:7]=[CH:6][CH:5]=[C:4]([F:8])[C:3]=1[C:9]1[NH:13][C:12](=[O:14])[N:11]([C:15]2[CH:23]=[CH:22][C:18]([C:19]([NH:66][CH2:65][C:60]3[CH:61]=[CH:62][CH:63]=[CH:64][C:59]=3[C:58]([F:57])([F:67])[F:68])=[O:20])=[C:17]([O:24][CH3:25])[CH:16]=2)[N:10]=1. The catalyst class is: 1. (3) Reactant: [CH3:1][O:2][C:3]1[CH:8]=[CH:7][C:6]([N:9]2[CH2:14][CH2:13][N:12]([CH2:15][C:16]([CH3:21])([N+:18]([O-])=O)[CH3:17])[CH2:11][CH2:10]2)=[CH:5][CH:4]=1. Product: [CH3:1][O:2][C:3]1[CH:4]=[CH:5][C:6]([N:9]2[CH2:10][CH2:11][N:12]([CH2:15][C:16]([NH2:18])([CH3:17])[CH3:21])[CH2:13][CH2:14]2)=[CH:7][CH:8]=1. The catalyst class is: 63.